From a dataset of Forward reaction prediction with 1.9M reactions from USPTO patents (1976-2016). Predict the product of the given reaction. (1) Given the reactants [NH2:1][C:2]1[CH:3]=[CH:4][C:5]([F:21])=[C:6]([C@:8]2([CH3:20])[C@@H:13]([F:14])[C@H:12]([C:15]([F:18])([F:17])[F:16])[O:11][C:10]([NH2:19])=[N:9]2)[CH:7]=1.[Cl:22][C:23]1[CH:24]=[CH:25][C:26]([C:29](O)=[O:30])=[N:27][CH:28]=1.C[N+]1(C2N=C(OC)N=C(OC)N=2)CCOCC1.[Cl-], predict the reaction product. The product is: [NH2:19][C:10]1[O:11][C@@H:12]([C:15]([F:18])([F:17])[F:16])[C@H:13]([F:14])[C@:8]([C:6]2[CH:7]=[C:2]([NH:1][C:29](=[O:30])[C:26]3[CH:25]=[CH:24][C:23]([Cl:22])=[CH:28][N:27]=3)[CH:3]=[CH:4][C:5]=2[F:21])([CH3:20])[N:9]=1. (2) Given the reactants [C:1](O)(=O)[CH2:2][C:3]([OH:5])=[O:4].[C:8]1([N:14]([C:21]2[CH:28]=[CH:27][C:24](C=O)=[CH:23][CH:22]=2)[C:15]2[CH:20]=[CH:19][CH:18]=[CH:17][CH:16]=2)[CH:13]=[CH:12][CH:11]=[CH:10][CH:9]=1.N1CCCCC1.Cl, predict the reaction product. The product is: [C:21]1([N:14]([C:8]2[CH:9]=[CH:10][C:11]([CH:1]=[CH:2][C:3]([OH:5])=[O:4])=[CH:12][CH:13]=2)[C:15]2[CH:20]=[CH:19][CH:18]=[CH:17][CH:16]=2)[CH:22]=[CH:23][CH:24]=[CH:27][CH:28]=1. (3) Given the reactants Cl.[Cl:2][C:3]1[CH:8]=[CH:7][C:6]([C:9]2([OH:29])[CH2:14][CH2:13][N:12]([C:15](=[O:28])[C@H:16]([NH:20]C(=O)OC(C)(C)C)[CH:17]([CH3:19])[CH3:18])[CH2:11][CH2:10]2)=[CH:5][CH:4]=1, predict the reaction product. The product is: [ClH:2].[NH2:20][C@H:16]([CH:17]([CH3:19])[CH3:18])[C:15]([N:12]1[CH2:11][CH2:10][C:9]([C:6]2[CH:5]=[CH:4][C:3]([Cl:2])=[CH:8][CH:7]=2)([OH:29])[CH2:14][CH2:13]1)=[O:28]. (4) Given the reactants [C:1]1([S:7]([O:10][CH2:11][C:12]([N:14]2[CH2:18][C@@H:17]([F:19])[CH2:16][C@H:15]2[C:20]([NH2:22])=O)=[O:13])(=[O:9])=[O:8])[CH:6]=[CH:5][CH:4]=[CH:3][CH:2]=1.C(N(CC)CC)C.FC(F)(F)C(OC(=O)C(F)(F)F)=O, predict the reaction product. The product is: [C:1]1([S:7]([O:10][CH2:11][C:12]([N:14]2[CH2:18][C@@H:17]([F:19])[CH2:16][C@H:15]2[C:20]#[N:22])=[O:13])(=[O:9])=[O:8])[CH:2]=[CH:3][CH:4]=[CH:5][CH:6]=1. (5) Given the reactants [CH3:1][N:2]1[C:10]2[C@@:9]3([CH3:14])[C:11]([CH3:13])([CH3:12])[C@H:6]([CH2:7][CH2:8]3)[C:5]=2[C:4](=[O:15])[NH:3]1.[Cl:16][C:17]1[CH:18]=[C:19]([CH:22]=[CH:23][C:24]=1[Cl:25])[CH2:20]Br, predict the reaction product. The product is: [Cl:16][C:17]1[CH:18]=[C:19]([CH:22]=[CH:23][C:24]=1[Cl:25])[CH2:20][N:3]1[C:4](=[O:15])[C:5]2[C@@H:6]3[C:11]([CH3:12])([CH3:13])[C@@:9]([CH3:14])([CH2:8][CH2:7]3)[C:10]=2[N:2]1[CH3:1]. (6) The product is: [O:11]=[C:9]1[CH2:8][O:7][C:6]2[N:12]=[C:2]([C:27]3[CH:41]=[CH:40][C:30]([CH2:31][NH:32][C:33](=[O:39])[O:34][C:35]([CH3:36])([CH3:37])[CH3:38])=[CH:29][CH:28]=3)[C:3]([C:13]3[CH:18]=[CH:17][CH:16]=[CH:15][CH:14]=3)=[CH:4][C:5]=2[NH:10]1. Given the reactants Br[C:2]1[C:3]([C:13]2[CH:18]=[CH:17][CH:16]=[CH:15][CH:14]=2)=[CH:4][C:5]2[NH:10][C:9](=[O:11])[CH2:8][O:7][C:6]=2[N:12]=1.CC1(C)C(C)(C)OB([C:27]2[CH:41]=[CH:40][C:30]([CH2:31][NH:32][C:33](=[O:39])[O:34][C:35]([CH3:38])([CH3:37])[CH3:36])=[CH:29][CH:28]=2)O1.C(=O)([O-])[O-].[Na+].[Na+], predict the reaction product. (7) The product is: [C:55]([O:54][C:52](=[O:53])[NH:1][C:2]1[CH:7]=[CH:6][N:5]([CH:8]2[CH2:12][CH:11]([C:13]([C:24]3[CH:29]=[CH:28][CH:27]=[CH:26][CH:25]=3)([C:30]3[CH:35]=[CH:34][CH:33]=[CH:32][CH:31]=3)[O:14][CH2:15][C:16]3[CH:21]=[CH:20][C:19]([O:22][CH3:23])=[CH:18][CH:17]=3)[CH:10]([C:36]([C:21]3[CH:16]=[CH:17][CH:18]=[CH:19][CH:20]=3)([C:39]3[CH:42]=[CH:6][CH:7]=[CH:2][CH:40]=3)[O:37][SiH2:38][C:11]([CH3:13])([CH3:10])[CH3:12])[O:9]2)[C:4](=[O:43])[N:3]=1)([CH3:56])([CH3:57])[CH3:58]. Given the reactants [NH2:1][C:2]1[CH:7]=[CH:6][N:5]([CH:8]2[CH2:12][CH:11]([C:13]([C:30]3[CH:35]=[CH:34][CH:33]=[CH:32][CH:31]=3)([C:24]3[CH:29]=[CH:28][CH:27]=[CH:26][CH:25]=3)[O:14][CH2:15][C:16]3[CH:21]=[CH:20][C:19]([O:22][CH3:23])=[CH:18][CH:17]=3)[CH:10]([CH:36]([C:39]([CH3:42])(C)[CH3:40])[O:37][SiH3:38])[O:9]2)[C:4](=[O:43])[N:3]=1.[C:52](O[C:52]([O:54][C:55]([CH3:58])([CH3:57])[CH3:56])=[O:53])([O:54][C:55]([CH3:58])([CH3:57])[CH3:56])=[O:53], predict the reaction product. (8) Given the reactants [O:1]=[C:2]1[NH:6][C:5]2([C:15]3[C:10](=[CH:11][CH:12]=[CH:13][CH:14]=3)[O:9][CH2:8][CH2:7]2)[C:4](=[O:16])[N:3]1[CH2:17][C:18]([O:20]C(C)(C)C)=[O:19].C(O)(C(F)(F)F)=O, predict the reaction product. The product is: [O:1]=[C:2]1[NH:6][C:5]2([C:15]3[C:10](=[CH:11][CH:12]=[CH:13][CH:14]=3)[O:9][CH2:8][CH2:7]2)[C:4](=[O:16])[N:3]1[CH2:17][C:18]([OH:20])=[O:19]. (9) Given the reactants C([O:3][C:4]([C:6]1[NH:7][C:8]2[C:13]([CH:14]=1)=[CH:12][C:11](Br)=[CH:10][CH:9]=2)=[O:5])C.[C:16]1(B(O)O)[CH:21]=[CH:20][CH:19]=[CH:18][CH:17]=1.[O:25]([C:32]1[CH:33]=[C:34]([CH:37]=[CH:38][CH:39]=1)[CH2:35]Cl)[C:26]1[CH:31]=[CH:30][CH:29]=[CH:28][CH:27]=1.[NH:40]1[CH2:44][CH2:43][CH2:42][C:41]1=[O:45], predict the reaction product. The product is: [O:45]=[C:41]1[CH2:42][CH2:43][CH2:44][N:40]1[C:14]1[C:13]2[C:8](=[CH:9][CH:10]=[C:11]([C:16]3[CH:21]=[CH:20][CH:19]=[CH:18][CH:17]=3)[CH:12]=2)[N:7]([CH2:35][C:34]2[CH:37]=[CH:38][CH:39]=[C:32]([O:25][C:26]3[CH:31]=[CH:30][CH:29]=[CH:28][CH:27]=3)[CH:33]=2)[C:6]=1[C:4]([OH:3])=[O:5].